From a dataset of Experimentally validated miRNA-target interactions with 360,000+ pairs, plus equal number of negative samples. Binary Classification. Given a miRNA mature sequence and a target amino acid sequence, predict their likelihood of interaction. (1) The miRNA is hsa-miR-4783-3p with sequence CCCCGGUGUUGGGGCGCGUCUGC. The protein sequence of the target gene is MHLSLLVPFLFWITGCCTAEDPVTGPEEVSGQEQGSLTVQCRYTSGWKDYKKYWCQGVPQRSCKTLVETDASEQLVKKNRVSIRDNQRDFIFTVTMEDLRMSDAGIYWCGITKGGLDPMFKVTVNIGPAIQVPITVPTMPPITSTTTIFTVTTTVKETSMFPTLTSYYSDNGHGGGDSGGGEDGVGDGFLDLSVLLPVISAVLLLLLLVASLFAWRMVRRQKKAAGPPSEQAQSLEGDLCYADLSLKQPRTSPGSSWKKGSSMSSSGKDHQEEVEYVTMAPFPREEVSYAALTLAGLGQE.... Result: 0 (no interaction). (2) The miRNA is mmu-miR-804 with sequence UGUGAGUUGUUCCUCACCUGGA. The protein sequence of the target gene is MAVESRVTQEEIKKEPEKPIDREKTCPLLLRVFTTNNGRHHRMDEFSRGNVPSSELQIYTWMDATLKELTSLVKEVYPEARKKGTHFNFAIVFMDLKRPGYRVKEIGSTMSGRKGTDDSMTLQSQKFQIGDYLDIAITPPNRAPPSSGRMRPY. Result: 1 (interaction). (3) Result: 0 (no interaction). The miRNA is hsa-miR-3675-3p with sequence CAUCUCUAAGGAACUCCCCCAA. The protein sequence of the target gene is MKFFVFALILALMLSMTGADSHAKRHHGYKRKFHEKHHSHRGYRSNYLYDN. (4) The miRNA is hsa-miR-4527 with sequence UGGUCUGCAAAGAGAUGACUGU. The protein sequence of the target gene is MLDLEVVPERSLGNEQWEFTLGMPLAQAVAILQKHCRIIRNVQVLYSEQSPLSHDLILNLTQDGITLLFDAFNQRLKVIEVCELTKVKLKYCGVHFNSQAIAPTIEQIDQSFGATHPGVYNSTEQLFHLNFRGLSFSFQLDSWTEAPKYEPNFAHGLASLQIPHGATVKRMYIYSGNSLQDTKAPVMPLSCFLGNVYAESVDVLRDGTGPSGLRLRLLAAGCGPGVLADAKMRVFERAVYFGDSCQDVLSMLGSPHKVFYKSEDKMKIHSPSPHKQVPSKCNDYFFNYFTLGVDILFDAN.... Result: 0 (no interaction). (5) The miRNA is hsa-miR-7114-5p with sequence UCUGUGGAGUGGGGUGCCUGU. The protein sequence of the target gene is MADPWQECMDYAVTLARQAGEVVCEAIKNEMNVMLKSSPVDLVTATDQKVEKMLISSIKEKYPSHSFIGEESVAAGEKSILTDNPTWIIDPIDGTTNFVHRFPFVAVSIGFAVNKKIEFGVVYSCVEGKMYTARKGKGAFCNGQKLQVSQQEDITKSLLVTELGSSRTPETVRMVLSNMEKLFCIPVHGIRSVGTAAVNMCLVATGGADAYYEMGIHCWDVAGAGIIVTEAGGVLMDVTGGPFDLMSRRVIAANNRILAERIAKEIQVIPLQRDDED. Result: 0 (no interaction). (6) Result: 1 (interaction). The miRNA is hsa-miR-6873-3p with sequence UUCUCUCUGUCUUUCUCUCUCAG. The protein sequence of the target gene is MSSPGIDGDPKPPCLPRNGLVKLPGQPNGLGAASITKGTPATKNRPCQPPPPPTLPPPSLAAPLSRAALAGGPCTPAGGPASALAPGHPAERPPLATDEKILNGLFWYFSACEKCVLAQVCKAWRRVLYQPKFWAGLTPVLHAKELYNVLPGGEKEFVNLQGFAARGFEGFCLVGVSDLDICEFIDNYALSKKGVKAMSLKRSTITDAGLEVMLEQMQGVVRLELSGCNDFTEAGLWSSLSARITSLSVSDCINVADDAIAAISQLLPNLAELSLQAYHVTDTALAYFTARQGHSTHTLR.... (7) The miRNA is hsa-miR-6081 with sequence AGGAGCAGUGCCGGCCAAGGCGCC. The protein sequence of the target gene is MKAPTALAPGILLLLLTLAQRSHGECKEALVKSEMNVNMKYQLPNFTAETPIHNVVLPGHHIYLGATNYIYVLNDKDLQKVSEFKTGPVVEHPDCFPCQDCSSKANVSGGVWKDNVNMALLVDTYYDDQLISCGSVNRGTCQRHVLPPDNAADIQSEVHCMFSPLAEEESGQCPDCVVSALGAKVLLSEKDRFINFFVGNTINSSYPPDYSLHSISVRRLKETQDGFKFLTDQSYIDVLPEFRDSYPIKYIHAFESNHFIYFLTVQKETLDAQTFHTRIIRFCSVDSGLHSYMEMPLECI.... Result: 0 (no interaction). (8) The miRNA is hsa-miR-27a-3p with sequence UUCACAGUGGCUAAGUUCCGC. The protein sequence of the target gene is MLESYVTPILMSYVNRYIKNLKPSDLQLSLWGGDVVLSKLELKLDVLEQELKLPFTFLSGHIHELRIHVPWTKLGSEPVVITINTMECILKLKDGIQDDHESCGSNSTNRSTAESTKSSIKPRRMQQAAPTDPDLPPGYVQSLIRRVVNNVNIVINNLILKYVEDDIVLSVNITSAECYTVGELWDRAFMDISATDLVLRKVINFSDCTVCLDKRNASGKIEFYQDPLLYKCSFRTRLHFTYENLNSKMPSVIKIHTLVESLKLSITDQQLPMFIRIMQLGIALYYGEIGNFKEGEIEDL.... Result: 0 (no interaction). (9) The miRNA is mmu-miR-329-3p with sequence AACACACCCAGCUAACCUUUUU. The protein sequence of the target gene is MQNRTGLILCALSLLTGFLMICLGGFFISNSIFHSQRNLVVAYVLLPMGFVILLSGIFWGTYRQANENKEMFNHVLRQHLAFQDLPLATVDRPDFYPPAYEESLDVEKQACPAGRELLGFPPPLYTETNLEFEHLEDPQPEAPPPYQEIIADAGAPAKAQDAEEPSRVLKAGTALQLTELTGR. Result: 1 (interaction).